This data is from Catalyst prediction with 721,799 reactions and 888 catalyst types from USPTO. The task is: Predict which catalyst facilitates the given reaction. (1) Reactant: [Cl:1][C:2]1[CH:7]=[CH:6][CH:5]=[C:4]([Cl:8])[C:3]=1[C:9]1[C:18]2[O:17][CH:16]([CH2:19][OH:20])[CH2:15][S:14][C:13]=2[CH:12]=[C:11]([F:21])[CH:10]=1.N1C=CC=CC=1.[C:28]1([CH3:38])[CH:33]=[CH:32][C:31]([S:34](Cl)(=[O:36])=[O:35])=[CH:30][CH:29]=1. Product: [Cl:8][C:4]1[CH:5]=[CH:6][CH:7]=[C:2]([Cl:1])[C:3]=1[C:9]1[C:18]2[O:17][CH:16]([CH2:19][O:20][S:34]([C:31]3[CH:32]=[CH:33][C:28]([CH3:38])=[CH:29][CH:30]=3)(=[O:36])=[O:35])[CH2:15][S:14][C:13]=2[CH:12]=[C:11]([F:21])[CH:10]=1. The catalyst class is: 2. (2) Reactant: Br[CH:2]1[CH2:6][CH2:5][O:4][C:3]1=[O:7].C([O-])([O-])=O.[K+].[K+].C([O:18][C:19](=[O:22])[CH2:20][SH:21])(C)(C)C. Product: [O:7]=[C:3]1[CH:2]([S:21][CH2:20][C:19]([OH:22])=[O:18])[CH2:6][CH2:5][O:4]1. The catalyst class is: 23. (3) Product: [OH:12][C:5]1[CH:4]=[CH:3][C:2]([NH:1][C:13](=[O:33])[CH2:14][CH2:15][CH2:16]/[CH:17]=[CH:18]\[CH2:19]/[CH:20]=[CH:21]\[CH2:22]/[CH:23]=[CH:24]\[CH2:25]/[CH:26]=[CH:27]\[CH2:28][CH2:29][CH2:30][CH2:31][CH3:32])=[CH:11][C:6]=1[C:7]([O:9][CH3:10])=[O:8]. Reactant: [NH2:1][C:2]1[CH:3]=[CH:4][C:5]([OH:12])=[C:6]([CH:11]=1)[C:7]([O:9][CH3:10])=[O:8].[C:13](O)(=[O:33])[CH2:14][CH2:15][CH2:16]/[CH:17]=[CH:18]\[CH2:19]/[CH:20]=[CH:21]\[CH2:22]/[CH:23]=[CH:24]\[CH2:25]/[CH:26]=[CH:27]\[CH2:28][CH2:29][CH2:30][CH2:31][CH3:32].CCN=C=NCCCN(C)C.CN(C1C=CC=CN=1)C. The catalyst class is: 4. (4) Reactant: C(=O)(O)[O-].[Na+].[F:6][C:7]([F:20])([F:19])[C:8]1[CH:9]=[C:10]2[C:15](=[CH:16][CH:17]=1)[N:14]=[CH:13][CH:12]=[C:11]2[NH2:18].Cl[C:22]([O:24][CH2:25][C:26]1[CH:31]=[CH:30][CH:29]=[CH:28][CH:27]=1)=[O:23]. Product: [F:20][C:7]([F:6])([F:19])[C:8]1[CH:9]=[C:10]2[C:15](=[CH:16][CH:17]=1)[N:14]=[CH:13][CH:12]=[C:11]2[NH:18][C:22](=[O:23])[O:24][CH2:25][C:26]1[CH:31]=[CH:30][CH:29]=[CH:28][CH:27]=1. The catalyst class is: 13. (5) Reactant: [C:1]([C:5]1[CH:25]=[CH:24][C:8]([C:9]([NH:11][CH2:12][CH2:13][C:14]2[CH:19]=[CH:18][CH:17]=[C:16]([C:20]([F:23])([F:22])[F:21])[CH:15]=2)=O)=[C:7]([F:26])[CH:6]=1)([CH3:4])([CH3:3])[CH3:2].Cl.[OH-].[Na+]. Product: [C:1]([C:5]1[CH:25]=[CH:24][C:8]([CH2:9][NH:11][CH2:12][CH2:13][C:14]2[CH:19]=[CH:18][CH:17]=[C:16]([C:20]([F:23])([F:22])[F:21])[CH:15]=2)=[C:7]([F:26])[CH:6]=1)([CH3:4])([CH3:2])[CH3:3]. The catalyst class is: 1.